This data is from Forward reaction prediction with 1.9M reactions from USPTO patents (1976-2016). The task is: Predict the product of the given reaction. (1) Given the reactants C[O:2][C:3]1C=CC=C[C:4]=1C(Cl)(C1C=CC=CC=1)C1C=CC=CC=1.[Cl:23][C:24]1([Cl:40])[C@H:28]([OH:29])[C@@H:27]([CH2:30][OH:31])[O:26][C@H:25]1[N:32]1[CH:37]=[CH:36][C:35](=[O:38])[NH:34][C:33]1=[O:39].C(OC(=O)C)(=O)C.CO, predict the reaction product. The product is: [C:3]([O:29][C@H:28]1[C:24]([Cl:23])([Cl:40])[C@H:25]([N:32]2[CH:37]=[CH:36][C:35](=[O:38])[NH:34][C:33]2=[O:39])[O:26][C@@H:27]1[CH2:30][OH:31])(=[O:2])[CH3:4]. (2) Given the reactants Br[CH2:2][C:3]1[N:4]=[C:5]([C:11]2[CH:16]=[CH:15][CH:14]=[C:13]([Cl:17])[CH:12]=2)[C:6]([O:9][CH3:10])=[N:7][CH:8]=1.[NH:18]1[CH:22]=[N:21][C:20]([C:23]([O:25][CH3:26])=[O:24])=[N:19]1.C(=O)([O-])[O-].[K+].[K+], predict the reaction product. The product is: [Cl:17][C:13]1[CH:12]=[C:11]([C:5]2[N:4]=[C:3]([CH2:2][N:18]3[CH:22]=[N:21][C:20]([C:23]([O:25][CH3:26])=[O:24])=[N:19]3)[CH:8]=[N:7][C:6]=2[O:9][CH3:10])[CH:16]=[CH:15][CH:14]=1. (3) Given the reactants [N+:1]([C:4]1[CH:12]=[C:11]2[C:7]([C:8]([C:13]3[CH2:18][CH2:17][C:16](=O)[CH2:15][CH:14]=3)=[CH:9][NH:10]2)=[CH:6][CH:5]=1)([O-:3])=[O:2].CC(O)=O.[CH:24]([NH2:27])([CH3:26])[CH3:25].[BH-](OC(C)=O)(OC(C)=O)OC(C)=O.[Na+].[OH-].[Na+], predict the reaction product. The product is: [CH:24]([NH:27][CH:16]1[CH2:17][CH2:18][C:13]([C:8]2[C:7]3[C:11](=[CH:12][C:4]([N+:1]([O-:3])=[O:2])=[CH:5][CH:6]=3)[NH:10][CH:9]=2)=[CH:14][CH2:15]1)([CH3:26])[CH3:25]. (4) The product is: [Br:1][C:2]1[CH:7]=[CH:6][CH:5]=[CH:4][C:3]=1[C:8]([CH3:12])([CH3:11])[C:9]([NH2:10])=[O:19]. Given the reactants [Br:1][C:2]1[CH:7]=[CH:6][CH:5]=[CH:4][C:3]=1[C:8]([CH3:12])([CH3:11])[C:9]#[N:10].[OH-].[Na+].CC([OH:19])(C)C, predict the reaction product.